From a dataset of Catalyst prediction with 721,799 reactions and 888 catalyst types from USPTO. Predict which catalyst facilitates the given reaction. (1) Reactant: [S:1]1[C:5]2[CH:6]=[CH:7][CH:8]=[CH:9][C:4]=2[N:3]=[C:2]1[NH:10][C:11]1[CH:16]=[CH:15][C:14]([CH2:17][C:18]([O:20]C)=[O:19])=[CH:13][C:12]=1[Cl:22].[OH-].[Na+]. Product: [S:1]1[C:5]2[CH:6]=[CH:7][CH:8]=[CH:9][C:4]=2[N:3]=[C:2]1[NH:10][C:11]1[CH:16]=[CH:15][C:14]([CH2:17][C:18]([OH:20])=[O:19])=[CH:13][C:12]=1[Cl:22]. The catalyst class is: 1. (2) Reactant: [Cl:1][C:2]1[N:3]=[C:4]([N:19]2[CH2:24][CH2:23][O:22][CH2:21][CH2:20]2)[C:5]2[N:11]=[CH:10][C:9]([C:12]3[O:16][C:15]([CH:17]=[O:18])=[CH:14][CH:13]=3)=[CH:8][C:6]=2[N:7]=1.[CH2:25]1COCC1.C[Mg]Br.C(OCC)C. Product: [Cl:1][C:2]1[N:3]=[C:4]([N:19]2[CH2:24][CH2:23][O:22][CH2:21][CH2:20]2)[C:5]2[N:11]=[CH:10][C:9]([C:12]3[O:16][C:15]([CH:17]([OH:18])[CH3:25])=[CH:14][CH:13]=3)=[CH:8][C:6]=2[N:7]=1. The catalyst class is: 6. (3) Reactant: [NH2:1][CH2:2][C:3]1[CH:26]=[CH:25][CH:24]=[CH:23][C:4]=1[CH2:5][O:6][C:7]1[N:12]=[CH:11][N:10]([CH2:13][C:14]2[CH:19]=[CH:18][CH:17]=[CH:16][CH:15]=2)[C:9](=[O:20])[C:8]=1[CH2:21][CH3:22].C(N1C(=O)C(CC)=C(OCC2C=CC=CC=2CNC(NC2N(C3C=CC(C)=CC=3)N=C(C(C)(C)C)C=2)=O)N=C1)C1C=CC=CC=1.C(N(CC)CC)C.[C:79]([C:83]1[CH:87]=[C:86]([NH:88][C:89](=O)[O:90]C2C=CC([N+]([O-])=O)=CC=2)[N:85]([C:101]2[CH:106]=[CH:105][CH:104]=[C:103]([O:107][CH3:108])[CH:102]=2)[N:84]=1)([CH3:82])([CH3:81])[CH3:80].BrC1C(=O)N(CC2C=CC(OC)=CC=2)C(C)=CC=1OCC1C=CC=CC=1CNC(NC1N(C2C=CC=C(OC)C=2)N=C(C(C)(C)C)C=1)=O. Product: [CH2:13]([N:10]1[C:9](=[O:20])[C:8]([CH2:21][CH3:22])=[C:7]([O:6][CH2:5][C:4]2[CH:23]=[CH:24][CH:25]=[CH:26][C:3]=2[CH2:2][NH:1][C:89]([NH:88][C:86]2[N:85]([C:101]3[CH:106]=[CH:105][CH:104]=[C:103]([O:107][CH3:108])[CH:102]=3)[N:84]=[C:83]([C:79]([CH3:82])([CH3:81])[CH3:80])[CH:87]=2)=[O:90])[N:12]=[CH:11]1)[C:14]1[CH:15]=[CH:16][CH:17]=[CH:18][CH:19]=1. The catalyst class is: 2. (4) Reactant: [N:1]([CH2:4][C@@H:5]([C:14]1[CH:23]=[CH:22][C:21]([O:24]CC2C=CC=CC=2)=[C:20]2[C:15]=1[CH:16]=[CH:17][C:18](=[O:32])[NH:19]2)[O:6][Si:7]([C:10]([CH3:13])([CH3:12])[CH3:11])([CH3:9])[CH3:8])=[N+]=[N-].CC1CC=CCC=1. Product: [NH2:1][CH2:4][C@@H:5]([C:14]1[CH:23]=[CH:22][C:21]([OH:24])=[C:20]2[C:15]=1[CH:16]=[CH:17][C:18](=[O:32])[NH:19]2)[O:6][Si:7]([C:10]([CH3:13])([CH3:12])[CH3:11])([CH3:9])[CH3:8]. The catalyst class is: 29. (5) Reactant: [H-].[Al+3].[Li+].[H-].[H-].[H-].[NH2:7][C:8]1[C:13]([C:14](OCC)=[O:15])=[C:12]([C:19]([F:22])([F:21])[F:20])[N:11]=[CH:10][CH:9]=1.O. Product: [NH2:7][C:8]1[CH:9]=[CH:10][N:11]=[C:12]([C:19]([F:22])([F:20])[F:21])[C:13]=1[CH2:14][OH:15]. The catalyst class is: 1. (6) Reactant: [N:1]1[C:6]([C:7]([O:9][CH3:10])=[O:8])=[CH:5][CH:4]=[CH:3][C:2]=1[C:11]([O:13][CH3:14])=[O:12]. Product: [NH:1]1[C@H:2]([C:11]([O:13][CH3:14])=[O:12])[CH2:3][CH2:4][CH2:5][C@@H:6]1[C:7]([O:9][CH3:10])=[O:8]. The catalyst class is: 240. (7) Reactant: [NH:1]1[CH2:5][CH2:4][CH:3]([C:6]2[CH:7]=[N:8][CH:9]=[CH:10][CH:11]=2)[CH2:2]1.CN(C(ON1N=NC2C=CC=CC1=2)=[N+](C)C)C.[B-](F)(F)(F)F.C(N(C(C)C)C(C)C)C.[CH:43]1([C:46]2[O:50][N:49]=[CH:48][C:47]=2[C:51](O)=[O:52])[CH2:45][CH2:44]1. Product: [CH:43]1([C:46]2[O:50][N:49]=[CH:48][C:47]=2[C:51]([N:1]2[CH2:5][CH2:4][CH:3]([C:6]3[CH:7]=[N:8][CH:9]=[CH:10][CH:11]=3)[CH2:2]2)=[O:52])[CH2:45][CH2:44]1. The catalyst class is: 3.